Dataset: Full USPTO retrosynthesis dataset with 1.9M reactions from patents (1976-2016). Task: Predict the reactants needed to synthesize the given product. (1) Given the product [Cl:5][C:6]1[N:11]=[C:10]2[S:1][C:2]([NH2:3])=[N:12][C:9]2=[CH:8][CH:7]=1, predict the reactants needed to synthesize it. The reactants are: [S-:1][C:2]#[N:3].[K+].[Cl:5][C:6]1[N:11]=[CH:10][C:9]([NH2:12])=[CH:8][CH:7]=1.BrBr.O. (2) Given the product [F:33][C:34]([F:39])([F:38])[C:35]([OH:37])=[O:36].[CH2:31]([O:30][C:28](=[O:29])[CH:26]([O:25][P:16]([O:18][C:19]1[CH:24]=[CH:23][CH:22]=[CH:21][CH:20]=1)([CH2:15][CH2:14][N:11]1[CH2:12][CH2:13][NH:8][CH2:9][CH2:10]1)=[O:17])[CH3:27])[CH3:32], predict the reactants needed to synthesize it. The reactants are: C(OC([N:8]1[CH2:13][CH2:12][N:11]([CH2:14][CH2:15][P:16]([O:25][CH:26]([C:28]([O:30][CH2:31][CH3:32])=[O:29])[CH3:27])([O:18][C:19]2[CH:24]=[CH:23][CH:22]=[CH:21][CH:20]=2)=[O:17])[CH2:10][CH2:9]1)=O)(C)(C)C.[F:33][C:34]([F:39])([F:38])[C:35]([OH:37])=[O:36]. (3) Given the product [F:35][C:36]1[CH:41]=[CH:40][C:39]([F:42])=[CH:38][C:37]=1[O:1][CH2:2][C@H:3]([N:5]1[C:13](=[O:14])[C:12]2[C:7](=[CH:8][CH:9]=[CH:10][CH:11]=2)[C:6]1=[O:15])[CH3:4], predict the reactants needed to synthesize it. The reactants are: [OH:1][CH2:2][C@H:3]([N:5]1[C:13](=[O:14])[C:12]2[C:7](=[CH:8][CH:9]=[CH:10][CH:11]=2)[C:6]1=[O:15])[CH3:4].C1(P(C2C=CC=CC=2)C2C=CC=CC=2)C=CC=CC=1.[F:35][C:36]1[CH:41]=[CH:40][C:39]([F:42])=[CH:38][C:37]=1O.C(OC(N=NC(OCC)=O)=O)C. (4) Given the product [C:12]([O:16][CH:17]([O:20][C:21]([NH:11][CH2:10][C@H:2]1[CH2:3][CH2:4][C@H:5]([C:7]([OH:9])=[O:8])[CH2:6][CH2:1]1)=[O:22])[CH2:18][CH3:19])(=[O:15])[CH2:13][CH3:14], predict the reactants needed to synthesize it. The reactants are: [CH2:1]1[CH2:6][C@H:5]([C:7]([OH:9])=[O:8])[CH2:4][CH2:3][C@H:2]1[CH2:10][NH2:11].[C:12]([O:16][CH:17]([O:20][C:21](ON1C(=O)CCC1=O)=[O:22])[CH2:18][CH3:19])(=[O:15])[CH2:13][CH3:14]. (5) Given the product [CH3:1][O:2][C:3]1[CH:35]=[C:34]([O:36][CH3:37])[CH:33]=[CH:32][C:4]=1[CH2:5][N:6]1[C:11]2[C:12]3[C:13]([CH2:24][CH2:25][CH2:26][C:10]=2[C:9]([OH:27])=[C:8]([C:28]([OH:30])=[O:29])[C:7]1=[O:31])=[C:14]1[C:18](=[CH:19][CH:20]=3)[N:17]([CH3:21])[C:16]([CH:22]=[O:23])=[CH:15]1, predict the reactants needed to synthesize it. The reactants are: [CH3:1][O:2][C:3]1[CH:35]=[C:34]([O:36][CH3:37])[CH:33]=[CH:32][C:4]=1[CH2:5][N:6]1[C:11]2[C:12]3[C:13]([CH2:24][CH2:25][CH2:26][C:10]=2[C:9]([OH:27])=[C:8]([C:28]([OH:30])=[O:29])[C:7]1=[O:31])=[C:14]1[C:18](=[CH:19][CH:20]=3)[N:17]([CH3:21])[C:16]([CH2:22][OH:23])=[CH:15]1. (6) Given the product [CH2:13]([O:2][C:1]1[CH:8]=[CH:7][C:5]([O:6][CH2:13][CH2:14][CH2:15][CH2:16][CH2:17][CH2:18][CH2:19][CH3:20])=[CH:4][CH:3]=1)[CH2:14][CH2:15][CH2:16][CH2:17][CH2:18][CH2:19][CH3:20], predict the reactants needed to synthesize it. The reactants are: [C:1]1([CH:8]=[CH:7][C:5]([OH:6])=[CH:4][CH:3]=1)[OH:2].[H-].[Na+].[H][H].[CH2:13](Br)[CH2:14][CH2:15][CH2:16][CH2:17][CH2:18][CH2:19][CH3:20]. (7) The reactants are: [Cl:1][C:2]1[CH:9]=[C:8]([OH:10])[CH:7]=[C:6]([Cl:11])[C:3]=1[CH:4]=[O:5].[CH3:12][O:13][C:14](=[O:17])[CH2:15]Br.C([O-])([O-])=O.[K+].[K+].O. Given the product [CH3:12][O:13][C:14](=[O:17])[CH2:15][O:10][C:8]1[CH:9]=[C:2]([Cl:1])[C:3]([CH:4]=[O:5])=[C:6]([Cl:11])[CH:7]=1, predict the reactants needed to synthesize it. (8) Given the product [N+:5]([C:8]1[CH:13]=[CH:12][C:11]([S:19]([Cl:23])(=[O:21])=[O:20])=[C:10]([C:15]([F:18])([F:17])[F:16])[CH:9]=1)([O-:7])=[O:6], predict the reactants needed to synthesize it. The reactants are: N([O-])=O.[Na+].[N+:5]([C:8]1[CH:13]=[CH:12][C:11](N)=[C:10]([C:15]([F:18])([F:17])[F:16])[CH:9]=1)([O-:7])=[O:6].[S:19](=[O:21])=[O:20].O.[ClH:23].